Regression. Given two drug SMILES strings and cell line genomic features, predict the synergy score measuring deviation from expected non-interaction effect. From a dataset of NCI-60 drug combinations with 297,098 pairs across 59 cell lines. (1) Drug 1: C1=C(C(=O)NC(=O)N1)N(CCCl)CCCl. Drug 2: CC1CCC2CC(C(=CC=CC=CC(CC(C(=O)C(C(C(=CC(C(=O)CC(OC(=O)C3CCCCN3C(=O)C(=O)C1(O2)O)C(C)CC4CCC(C(C4)OC)OCCO)C)C)O)OC)C)C)C)OC. Cell line: SK-MEL-2. Synergy scores: CSS=-5.54, Synergy_ZIP=-4.04, Synergy_Bliss=-14.6, Synergy_Loewe=-20.9, Synergy_HSA=-18.6. (2) Drug 1: C1CCC(C1)C(CC#N)N2C=C(C=N2)C3=C4C=CNC4=NC=N3. Drug 2: B(C(CC(C)C)NC(=O)C(CC1=CC=CC=C1)NC(=O)C2=NC=CN=C2)(O)O. Cell line: 786-0. Synergy scores: CSS=4.36, Synergy_ZIP=-2.28, Synergy_Bliss=-0.293, Synergy_Loewe=0.375, Synergy_HSA=0.387. (3) Drug 1: CC12CCC3C(C1CCC2=O)CC(=C)C4=CC(=O)C=CC34C. Drug 2: C1CC(=O)NC(=O)C1N2C(=O)C3=CC=CC=C3C2=O. Cell line: OVCAR-4. Synergy scores: CSS=11.0, Synergy_ZIP=1.40, Synergy_Bliss=2.91, Synergy_Loewe=-1.94, Synergy_HSA=2.01. (4) Drug 1: C1CC(=O)NC(=O)C1N2CC3=C(C2=O)C=CC=C3N. Drug 2: C1C(C(OC1N2C=NC3=C(N=C(N=C32)Cl)N)CO)O. Cell line: SF-539. Synergy scores: CSS=7.11, Synergy_ZIP=-1.97, Synergy_Bliss=1.17, Synergy_Loewe=1.56, Synergy_HSA=1.58. (5) Drug 1: CS(=O)(=O)CCNCC1=CC=C(O1)C2=CC3=C(C=C2)N=CN=C3NC4=CC(=C(C=C4)OCC5=CC(=CC=C5)F)Cl. Drug 2: CC(C)CN1C=NC2=C1C3=CC=CC=C3N=C2N. Cell line: HOP-62. Synergy scores: CSS=1.62, Synergy_ZIP=1.36, Synergy_Bliss=6.56, Synergy_Loewe=0.768, Synergy_HSA=0.406. (6) Drug 1: C1=CN(C(=O)N=C1N)C2C(C(C(O2)CO)O)O.Cl. Drug 2: C1=NC2=C(N=C(N=C2N1C3C(C(C(O3)CO)O)F)Cl)N. Cell line: NCI-H460. Synergy scores: CSS=25.3, Synergy_ZIP=-4.08, Synergy_Bliss=-2.21, Synergy_Loewe=-14.3, Synergy_HSA=-4.96. (7) Drug 1: CC1=C2C(C(=O)C3(C(CC4C(C3C(C(C2(C)C)(CC1OC(=O)C(C(C5=CC=CC=C5)NC(=O)C6=CC=CC=C6)O)O)OC(=O)C7=CC=CC=C7)(CO4)OC(=O)C)O)C)OC(=O)C. Drug 2: B(C(CC(C)C)NC(=O)C(CC1=CC=CC=C1)NC(=O)C2=NC=CN=C2)(O)O. Cell line: HCT116. Synergy scores: CSS=68.8, Synergy_ZIP=0.544, Synergy_Bliss=-1.09, Synergy_Loewe=-3.88, Synergy_HSA=0.306.